From a dataset of Catalyst prediction with 721,799 reactions and 888 catalyst types from USPTO. Predict which catalyst facilitates the given reaction. (1) Reactant: [C:1]([C:4]1[CH:5]=[C:6]([S:11](Cl)(=[O:13])=[O:12])[CH:7]=[CH:8][C:9]=1[Cl:10])(=[O:3])[CH3:2].[Br:15][C:16]1[C:21]([NH2:22])=[CH:20][C:19]([Cl:23])=[CH:18][N:17]=1. Product: [C:1]([C:4]1[CH:5]=[C:6]([S:11]([NH:22][C:21]2[C:16]([Br:15])=[N:17][CH:18]=[C:19]([Cl:23])[CH:20]=2)(=[O:13])=[O:12])[CH:7]=[CH:8][C:9]=1[Cl:10])(=[O:3])[CH3:2]. The catalyst class is: 17. (2) Reactant: CO[C:3]([S:5]Cl)=O.S[CH:8]([OH:10])C.[SH:11][C:12]1[CH:17]=[CH:16][CH:15]=[CH:14][N:13]=1. Product: [N:13]1[CH:14]=[CH:15][CH:16]=[CH:17][C:12]=1[S:11][S:5][CH2:3][CH2:8][OH:10]. The catalyst class is: 4. (3) Reactant: [NH2:1][C@@H:2]([CH2:22][C:23]1[CH:28]=[CH:27][C:26]([CH:29]2[S:33](=[O:35])(=[O:34])[NH:32][C:31](=[O:36])[CH2:30]2)=[C:25]([Br:37])[CH:24]=1)[C:3]([NH:5][CH2:6][CH2:7][CH2:8][CH2:9][O:10][C:11]1[CH:20]=[CH:19][CH:18]=[C:17]([OH:21])[C:12]=1[C:13]([O:15][CH3:16])=[O:14])=[O:4].C(N(CC)C(C)C)(C)C.[N:47]1([C:53](Cl)=[O:54])[CH2:52][CH2:51][O:50][CH2:49][CH2:48]1. The catalyst class is: 306. Product: [Br:37][C:25]1[CH:24]=[C:23]([CH2:22][C@H:2]([NH:1][C:53]([N:47]2[CH2:52][CH2:51][O:50][CH2:49][CH2:48]2)=[O:54])[C:3]([NH:5][CH2:6][CH2:7][CH2:8][CH2:9][O:10][C:11]2[CH:20]=[CH:19][CH:18]=[C:17]([OH:21])[C:12]=2[C:13]([O:15][CH3:16])=[O:14])=[O:4])[CH:28]=[CH:27][C:26]=1[CH:29]1[S:33](=[O:34])(=[O:35])[NH:32][C:31](=[O:36])[CH2:30]1. (4) Reactant: [Cu]C#N.[Cl-].[Li+].[CH2:6]([Zn]CC)[CH3:7].[F:11][C:12]1[C:13](/[C:22](/I)=[CH:23]/[C:24](=O)[C:25]2[NH:26][CH:27]=[CH:28][CH:29]=2)=[C:14]2[C:18](=[CH:19][CH:20]=1)[NH:17][C:16](=[O:21])[CH2:15]2. Product: [CH2:6]([C:22]1[CH:23]=[C:24]([C:25]2[NH:26][CH:27]=[CH:28][CH:29]=2)[C:15]2[C:16](=[O:21])[NH:17][C:18]3[C:14]=2[C:13]=1[C:12]([F:11])=[CH:20][CH:19]=3)[CH3:7]. The catalyst class is: 1. (5) Reactant: [H-].[Al+3].[Li+].[H-].[H-].[H-].[Cl-].[Al+3].[Cl-].[Cl-].[Br:11][C:12]1[C:13]([CH3:25])=[CH:14][C:15]2[O:19][C:18]([CH3:21])([CH3:20])[C:17](=O)[C:16]=2[C:23]=1[CH3:24].[OH-].[Na+]. Product: [Br:11][C:12]1[C:13]([CH3:25])=[CH:14][C:15]2[O:19][C:18]([CH3:20])([CH3:21])[CH2:17][C:16]=2[C:23]=1[CH3:24]. The catalyst class is: 90. (6) Reactant: [CH2:1]([O:8][C:9]([C:11]1([C:24]([OH:26])=[O:25])[CH2:16][CH2:15][CH2:14][N:13]([C:17]([O:19][C:20]([CH3:23])([CH3:22])[CH3:21])=[O:18])[CH2:12]1)=[O:10])[C:2]1[CH:7]=[CH:6][CH:5]=[CH:4][CH:3]=1.C(=O)([O-])[O-].[K+].[K+].Br[CH2:34][C:35](=[O:40])[C:36]([CH3:39])([CH3:38])[CH3:37]. Product: [CH3:37][C:36]([CH3:39])([CH3:38])[C:35](=[O:40])[CH2:34][O:25][C:24]([C:11]1([C:9]([O:8][CH2:1][C:2]2[CH:3]=[CH:4][CH:5]=[CH:6][CH:7]=2)=[O:10])[CH2:16][CH2:15][CH2:14][N:13]([C:17]([O:19][C:20]([CH3:22])([CH3:23])[CH3:21])=[O:18])[CH2:12]1)=[O:26]. The catalyst class is: 131. (7) Reactant: Cl[C:2]1[N:7]=[C:6]([O:8][C:9]2[C:18]3[C:13](=[CH:14][CH:15]=[CH:16][CH:17]=3)[C:12]([NH:19][C:20](=[O:26])[O:21][C:22]([CH3:25])([CH3:24])[CH3:23])=[CH:11][CH:10]=2)[CH:5]=[CH:4][N:3]=1.[CH3:27][O:28][C:29]1[CH:30]=[C:31]([CH:33]=[C:34]([O:36][CH2:37][CH2:38][O:39][CH2:40][CH2:41][O:42][CH2:43][CH2:44][O:45][CH3:46])[CH:35]=1)[NH2:32]. Product: [CH3:27][O:28][C:29]1[CH:30]=[C:31]([NH:32][C:2]2[N:7]=[C:6]([O:8][C:9]3[C:18]4[C:13](=[CH:14][CH:15]=[CH:16][CH:17]=4)[C:12]([NH:19][C:20](=[O:26])[O:21][C:22]([CH3:25])([CH3:24])[CH3:23])=[CH:11][CH:10]=3)[CH:5]=[CH:4][N:3]=2)[CH:33]=[C:34]([O:36][CH2:37][CH2:38][O:39][CH2:40][CH2:41][O:42][CH2:43][CH2:44][O:45][CH3:46])[CH:35]=1. The catalyst class is: 3. (8) Reactant: [CH2:1]([NH2:4])[CH2:2][CH3:3].C([O-])(=O)C.[Na+].[CH3:10][N:11]1[C:15](=[O:16])[CH:14]=[C:13](Br)[C:12]1=[O:18]. Product: [CH3:10][N:11]1[C:15](=[O:16])[CH:14]=[C:13]([NH:4][CH2:1][CH2:2][CH3:3])[C:12]1=[O:18]. The catalyst class is: 5. (9) Reactant: [NH:1]1[C:5]2[CH:6]=[CH:7][CH:8]=[CH:9][C:4]=2[N:3]=[C:2]1[CH2:10][N:11]1[C@H:24]2[C@@H:15]([CH2:16][CH2:17][C:18]3[C:23]2=[N:22][CH:21]=[CH:20][CH:19]=3)[CH2:14][CH2:13][CH2:12]1.C(=O)([O-])[O-].[K+].[K+].[I-].[K+].Cl.Cl[CH2:35][CH2:36][CH2:37][N:38]([CH3:40])[CH3:39]. Product: [N:11]1([CH2:10][C:2]2[N:3]([CH2:35][CH2:36][CH2:37][N:38]([CH3:40])[CH3:39])[C:4]3[CH:9]=[CH:8][CH:7]=[CH:6][C:5]=3[N:1]=2)[C@H:24]2[C@@H:15]([CH2:16][CH2:17][C:18]3[C:23]2=[N:22][CH:21]=[CH:20][CH:19]=3)[CH2:14][CH2:13][CH2:12]1. The catalyst class is: 35. (10) Reactant: [C:1]1([C:12]2[CH:17]=[CH:16][CH:15]=[CH:14][CH:13]=2)[CH:6]=[CH:5][C:4]([C:7]2[S:8][CH:9]=[CH:10][N:11]=2)=[CH:3][CH:2]=1.[Br:18]N1C(=O)CCC1=O.[O-]S([O-])=O.[Na+].[Na+]. Product: [C:1]1([C:12]2[CH:17]=[CH:16][CH:15]=[CH:14][CH:13]=2)[CH:6]=[CH:5][C:4]([C:7]2[S:8][C:9]([Br:18])=[CH:10][N:11]=2)=[CH:3][CH:2]=1. The catalyst class is: 10.